From a dataset of Reaction yield outcomes from USPTO patents with 853,638 reactions. Predict the reaction yield, written as a fraction of the theoretical maximum amount of product (1.0 means a 100% yield; for example, 0.34 means a 34% yield). (1) The reactants are [Cl:1][C:2]1[CH:7]=[C:6]([C:8](=O)[CH:9]=[CH:10][N:11](C)C)[CH:5]=[CH:4][N:3]=1.[Cl:15][C:16]1[CH:17]=[C:18]([NH:23]N)[CH:19]=[CH:20][C:21]=1[F:22].O. The catalyst is C(O)(=O)C.C(O)C. The product is [Cl:1][C:2]1[CH:7]=[C:6]([C:8]2[N:23]([C:18]3[CH:19]=[CH:20][C:21]([F:22])=[C:16]([Cl:15])[CH:17]=3)[N:11]=[CH:10][CH:9]=2)[CH:5]=[CH:4][N:3]=1. The yield is 0.810. (2) The reactants are [NH2:1][CH2:2][CH2:3][CH2:4][CH2:5][C:6]1[CH:11]=[CH:10][C:9]([S:12]([NH:15][C@@H:16]([CH:20]([CH3:22])[CH3:21])[C:17]([NH2:19])=[O:18])(=[O:14])=[O:13])=[CH:8][CH:7]=1.C(N(C(C)C)CC)(C)C.I.[NH2:33][C:34]1[C:35]([C:42]([NH:44][C:45](=[NH:48])SC)=[O:43])=[N:36][C:37]([Cl:41])=[C:38]([NH2:40])[N:39]=1. The catalyst is C(O)C. The product is [NH2:33][C:34]1[C:35]([C:42]([N:44]=[C:45]([NH2:48])[NH:1][CH2:2][CH2:3][CH2:4][CH2:5][C:6]2[CH:7]=[CH:8][C:9]([S:12]([NH:15][C@@H:16]([CH:20]([CH3:22])[CH3:21])[C:17]([NH2:19])=[O:18])(=[O:14])=[O:13])=[CH:10][CH:11]=2)=[O:43])=[N:36][C:37]([Cl:41])=[C:38]([NH2:40])[N:39]=1. The yield is 0.540.